From a dataset of Catalyst prediction with 721,799 reactions and 888 catalyst types from USPTO. Predict which catalyst facilitates the given reaction. (1) Reactant: C[O:2][C:3](=[O:16])[CH2:4][C:5]1[C:13]2[C:8](=[N:9][C:10]([Cl:14])=[CH:11][CH:12]=2)[NH:7][C:6]=1[CH3:15].[H-].[Na+].Br[CH2:20][C:21]1[CH:26]=[CH:25][C:24]([S:27]([CH3:30])(=[O:29])=[O:28])=[CH:23][C:22]=1[C:31]([F:34])([F:33])[F:32].[I-].[Na+]. Product: [Cl:14][C:10]1[N:9]=[C:8]2[N:7]([CH2:20][C:21]3[CH:26]=[CH:25][C:24]([S:27]([CH3:30])(=[O:29])=[O:28])=[CH:23][C:22]=3[C:31]([F:33])([F:32])[F:34])[C:6]([CH3:15])=[C:5]([CH2:4][C:3]([OH:2])=[O:16])[C:13]2=[CH:12][CH:11]=1. The catalyst class is: 3. (2) Product: [OH:11][CH:10]1[C:12]2([CH2:17][CH2:16][N:15]([C:18]([O:20][C:21]([CH3:24])([CH3:23])[CH3:22])=[O:19])[CH2:14][CH2:13]2)[C:25](=[O:26])[NH:8][CH:9]1[CH3:29]. The catalyst class is: 2. Reactant: C(OC([NH:8][CH:9]([CH3:29])[CH:10]([C:12]1([C:25](OC)=[O:26])[CH2:17][CH2:16][N:15]([C:18]([O:20][C:21]([CH3:24])([CH3:23])[CH3:22])=[O:19])[CH2:14][CH2:13]1)[OH:11])=O)(C)(C)C.C(O)(C(F)(F)F)=O.C([O-])([O-])=O.[K+].[K+].C([O-])(O)=O.[Na+].O(C(OC(C)(C)C)=O)C(OC(C)(C)C)=O. (3) Reactant: [NH2:1][C:2]1[C:7]([C:8]2[N:12]=[C:11]([C:13](OCC)=[O:14])[N:10]([CH3:18])[N:9]=2)=[C:6]([Cl:19])[N:5]=[CH:4][N:3]=1.[NH3:20]. Product: [NH2:1][C:2]1[C:7]([C:8]2[N:12]=[C:11]([C:13]([NH2:20])=[O:14])[N:10]([CH3:18])[N:9]=2)=[C:6]([Cl:19])[N:5]=[CH:4][N:3]=1. The catalyst class is: 5. (4) Reactant: [CH2:1]([O:4][C:5]1[CH:15]=[C:14]([NH2:16])[CH:13]=[CH:12][C:6]=1[C:7]([O:9]CC)=[O:8])[CH2:2][CH3:3].[OH-].[Na+]. Product: [CH2:1]([O:4][C:5]1[CH:15]=[C:14]([NH2:16])[CH:13]=[CH:12][C:6]=1[C:7]([OH:9])=[O:8])[CH2:2][CH3:3]. The catalyst class is: 40. (5) Reactant: [N:1]([C@H:4]1[C@@H:9]([NH:10][C:11]([C:13]2[NH:14][C:15]([CH3:20])=[C:16]([Cl:19])[C:17]=2[Cl:18])=[O:12])[CH2:8][CH2:7][N:6]([C:21]2[S:22][C:23]([C:26]([O:28][CH3:29])=[O:27])=[CH:24][N:25]=2)[CH2:5]1)=[N+]=[N-].C1(P(C2C=CC=CC=2)C2C=CC=CC=2)C=CC=CC=1. Product: [NH2:1][C@H:4]1[C@@H:9]([NH:10][C:11]([C:13]2[NH:14][C:15]([CH3:20])=[C:16]([Cl:19])[C:17]=2[Cl:18])=[O:12])[CH2:8][CH2:7][N:6]([C:21]2[S:22][C:23]([C:26]([O:28][CH3:29])=[O:27])=[CH:24][N:25]=2)[CH2:5]1. The catalyst class is: 20. (6) Reactant: [Cl:1][C:2]1[C:3]([C:12]2[O:13][CH:14]=[CH:15][CH:16]=2)=[N:4][C:5]([NH2:11])=[N:6][C:7]=1S(C)=O.[CH2:17]([NH2:25])[CH2:18][C:19]1[CH:24]=[CH:23][CH:22]=[CH:21][CH:20]=1. Product: [Cl:1][C:2]1[C:7]([NH:25][CH2:17][CH2:18][C:19]2[CH:24]=[CH:23][CH:22]=[CH:21][CH:20]=2)=[N:6][C:5]([NH2:11])=[N:4][C:3]=1[C:12]1[O:13][CH:14]=[CH:15][CH:16]=1. The catalyst class is: 12. (7) Reactant: [I:1][C:2]1[CH:3]=[C:4]([NH2:28])[C:5]([NH:8][CH2:9][C:10]2[CH:15]=[CH:14][C:13]([O:16][CH2:17][C:18]3[CH:19]=[N:20][C:21]([O:24][CH3:25])=[CH:22][CH:23]=3)=[C:12]([O:26][CH3:27])[CH:11]=2)=[CH:6][CH:7]=1.[CH:29](OCC)(OCC)OCC.O.C1(C)C=CC(S(O)(=O)=O)=CC=1.O. Product: [I:1][C:2]1[CH:7]=[CH:6][C:5]2[N:8]([CH2:9][C:10]3[CH:15]=[CH:14][C:13]([O:16][CH2:17][C:18]4[CH:19]=[N:20][C:21]([O:24][CH3:25])=[CH:22][CH:23]=4)=[C:12]([O:26][CH3:27])[CH:11]=3)[CH:29]=[N:28][C:4]=2[CH:3]=1. The catalyst class is: 162.